From a dataset of Reaction yield outcomes from USPTO patents with 853,638 reactions. Predict the reaction yield, written as a fraction of the theoretical maximum amount of product (1.0 means a 100% yield; for example, 0.34 means a 34% yield). (1) The reactants are B1([O-])OO1.[OH2:5].[OH2:6].O.O.[Na+].[F:10][C:11]1[CH:17]=[CH:16][CH:15]=[C:14]([F:18])[C:12]=1[NH2:13].O. The catalyst is C(O)(=O)C. The product is [F:10][C:11]1[CH:17]=[CH:16][CH:15]=[C:14]([F:18])[C:12]=1[N+:13]([O-:6])=[O:5]. The yield is 0.520. (2) The reactants are [CH3:1][O:2][C:3]1[C:8]2[N:9]=[C:10]([NH2:12])[S:11][C:7]=2[C:6]([CH:13]2[CH2:18][CH2:17][O:16][CH2:15][CH2:14]2)=[CH:5][CH:4]=1.N1C=CC=CC=1.Cl[C:26](OC1C=CC=CC=1)=[O:27].[NH:35]1[CH2:40][CH2:39][O:38][CH2:37][CH2:36]1.C(=O)([O-])[O-].[Na+].[Na+]. The catalyst is ClCCl. The product is [CH3:1][O:2][C:3]1[C:8]2[N:9]=[C:10]([NH:12][C:26]([N:35]3[CH2:40][CH2:39][O:38][CH2:37][CH2:36]3)=[O:27])[S:11][C:7]=2[C:6]([CH:13]2[CH2:18][CH2:17][O:16][CH2:15][CH2:14]2)=[CH:5][CH:4]=1. The yield is 0.210. (3) The reactants are [Br:1][C:2]1[CH:7]=[CH:6][CH:5]=[CH:4][C:3]=1[OH:8].[H-].[Na+].Cl.[Cl:12][C:13]1[N:38]=[CH:37][CH:36]=[CH:35][C:14]=1[C:15]([NH:17][C@H:18]1[CH2:23][CH2:22][C@@H:21]([NH:24][C:25]2[CH:34]=[CH:33][C:32]3[C:27](=[CH:28][CH:29]=[CH:30][CH:31]=3)[N:26]=2)[CH2:20][CH2:19]1)=[O:16].Cl. The catalyst is CC(N(C)C)=O.CCOC(C)=O. The product is [ClH:12].[Br:1][C:2]1[CH:7]=[CH:6][CH:5]=[CH:4][C:3]=1[O:8][C:13]1[N:38]=[CH:37][CH:36]=[CH:35][C:14]=1[C:15]([NH:17][C@H:18]1[CH2:23][CH2:22][C@@H:21]([NH:24][C:25]2[CH:34]=[CH:33][C:32]3[C:27](=[CH:28][CH:29]=[CH:30][CH:31]=3)[N:26]=2)[CH2:20][CH2:19]1)=[O:16]. The yield is 0.180. (4) The catalyst is C(#N)C. The product is [O:10]=[C:1]1[C:2]2[C:3](=[CH:6][CH:7]=[CH:8][CH:9]=2)[CH2:4][N:11]1[C@@H:12]([CH3:16])[C:13]([OH:15])=[O:14]. The reactants are [CH:1](=[O:10])[C:2]1[C:3](=[CH:6][CH:7]=[CH:8][CH:9]=1)[CH:4]=O.[NH2:11][C@@H:12]([CH3:16])[C:13]([OH:15])=[O:14]. The yield is 0.730.